From a dataset of Full USPTO retrosynthesis dataset with 1.9M reactions from patents (1976-2016). Predict the reactants needed to synthesize the given product. (1) Given the product [CH3:29][CH:30]([N:26]1[CH2:27][CH2:28][CH:23]([CH2:22][O:21][C:18]2[CH:19]=[CH:20][C:15]([N:12]3[CH2:11][CH2:10][N:9]([C:7]([C:1]4[CH:2]=[CH:3][CH:4]=[CH:5][CH:6]=4)=[O:8])[CH2:14][CH2:13]3)=[CH:16][CH:17]=2)[CH2:24][CH2:25]1)[CH3:32], predict the reactants needed to synthesize it. The reactants are: [C:1]1([C:7]([N:9]2[CH2:14][CH2:13][N:12]([C:15]3[CH:20]=[CH:19][C:18]([O:21][CH2:22][CH:23]4[CH2:28][CH2:27][NH:26][CH2:25][CH2:24]4)=[CH:17][CH:16]=3)[CH2:11][CH2:10]2)=[O:8])[CH:6]=[CH:5][CH:4]=[CH:3][CH:2]=1.[CH3:29][C:30]([CH3:32])=O.C(O[BH-](OC(=O)C)OC(=O)C)(=O)C.[Na+]. (2) Given the product [CH3:29][C:2]1[CH:3]=[CH:4][C:5]2[N:6]([CH:8]=[C:9]([C:11]([N:13]3[CH2:18][CH2:17][CH:16]([C:19]4[CH:24]=[CH:23][CH:22]=[CH:21][C:20]=4[C:25]([F:26])([F:27])[F:28])[CH2:15][CH2:14]3)=[O:12])[N:10]=2)[N:7]=1, predict the reactants needed to synthesize it. The reactants are: Cl[C:2]1[CH:3]=[CH:4][C:5]2[N:6]([CH:8]=[C:9]([C:11]([N:13]3[CH2:18][CH2:17][CH:16]([C:19]4[CH:24]=[CH:23][CH:22]=[CH:21][C:20]=4[C:25]([F:28])([F:27])[F:26])[CH2:15][CH2:14]3)=[O:12])[N:10]=2)[N:7]=1.[CH3:29]B1OB(C)OB(C)O1.C([O-])([O-])=O.[K+].[K+].O1CCOCC1. (3) Given the product [ClH:37].[CH2:1]([O:8][C:9]1[CH:14]=[CH:13][N:12]([C:15]2[CH:16]=[CH:17][C:18]3[O:35][C:22]4[CH2:23][CH2:24][NH:25][CH2:26][CH2:27][C:21]=4[C:19]=3[CH:20]=2)[C:11](=[O:36])[CH:10]=1)[C:2]1[CH:3]=[CH:4][CH:5]=[CH:6][CH:7]=1, predict the reactants needed to synthesize it. The reactants are: [CH2:1]([O:8][C:9]1[CH:14]=[CH:13][N:12]([C:15]2[CH:16]=[CH:17][C:18]3[O:35][C:22]4[CH2:23][CH2:24][N:25](C(OC(C)(C)C)=O)[CH2:26][CH2:27][C:21]=4[C:19]=3[CH:20]=2)[C:11](=[O:36])[CH:10]=1)[C:2]1[CH:7]=[CH:6][CH:5]=[CH:4][CH:3]=1.[ClH:37]. (4) Given the product [N:33]1([CH2:41][CH2:42][S:16][C:13]2[S:12][C:11]([NH:10][C:8](=[O:9])[N:7]([CH:1]3[CH2:2][CH2:3][CH2:4][CH2:5][CH2:6]3)[CH:19]3[CH2:24][CH2:23][CH2:22][CH2:21][CH2:20]3)=[N:15][CH:14]=2)[CH2:39][CH2:38][CH2:37][CH2:36][CH2:35][CH2:34]1, predict the reactants needed to synthesize it. The reactants are: [CH:1]1([N:7]([CH:19]2[CH2:24][CH2:23][CH2:22][CH2:21][CH2:20]2)[C:8]([NH:10][C:11]2[S:12][C:13]([S:16]C#N)=[CH:14][N:15]=2)=[O:9])[CH2:6][CH2:5][CH2:4][CH2:3][CH2:2]1.SC[C@@H]([C@@H](CS)O)O.[N:33](=[CH:41][CH2:42]Cl)[CH2:34][CH2:35][CH2:36][CH2:37][CH2:38][CH2:39]Cl. (5) The reactants are: [CH3:1][C:2]1[O:6][N:5]=[C:4]([C:7]2[CH:12]=[CH:11][CH:10]=[CH:9][CH:8]=2)[C:3]=1[C:13]1[N:14]=[C:15]2[CH:20]=[C:19]([C:21]#[C:22][Si](C)(C)C)[CH:18]=[CH:17][N:16]2[CH:27]=1.C(=O)([O-])[O-].[K+].[K+]. Given the product [C:21]([C:19]1[CH:18]=[CH:17][N:16]2[CH:27]=[C:13]([C:3]3[C:4]([C:7]4[CH:12]=[CH:11][CH:10]=[CH:9][CH:8]=4)=[N:5][O:6][C:2]=3[CH3:1])[N:14]=[C:15]2[CH:20]=1)#[CH:22], predict the reactants needed to synthesize it. (6) Given the product [CH3:19][C:14]1[N:13]=[C:12]([NH2:11])[N:17]=[C:16]([NH:8][C:7]2[CH:9]=[CH:10][C:4]([N+:1]([O-:3])=[O:2])=[CH:5][CH:6]=2)[CH:15]=1, predict the reactants needed to synthesize it. The reactants are: [N+:1]([C:4]1[CH:10]=[CH:9][C:7]([NH2:8])=[CH:6][CH:5]=1)([O-:3])=[O:2].[NH2:11][C:12]1[N:17]=[C:16](Cl)[CH:15]=[C:14]([CH3:19])[N:13]=1.Cl. (7) Given the product [F:1][C:2]1[CH:3]=[CH:4][C:5]([N:8]2[C:16]3[C:11](=[CH:12][C:13]([O:17][C@H:18]([CH2:22][C:23]4[CH:24]=[CH:25][CH:26]=[CH:27][CH:28]=4)[C@@H:19]([NH:21][C:33](=[O:32])[CH2:34][OH:35])[CH3:20])=[CH:14][CH:15]=3)[CH:10]=[N:9]2)=[CH:6][CH:7]=1, predict the reactants needed to synthesize it. The reactants are: [F:1][C:2]1[CH:7]=[CH:6][C:5]([N:8]2[C:16]3[C:11](=[CH:12][C:13]([O:17][C@H:18]([CH2:22][C:23]4[CH:28]=[CH:27][CH:26]=[CH:25][CH:24]=4)[C@@H:19]([NH2:21])[CH3:20])=[CH:14][CH:15]=3)[CH:10]=[N:9]2)=[CH:4][CH:3]=1.C([O:32][CH2:33][C:34](Cl)=[O:35])(=O)C. (8) Given the product [CH3:2][C:3]1([CH3:23])[O:7][CH:6]([CH2:8][C:9]2[CH:10]=[C:11]([C:17]3[CH2:22][CH2:21][N:20]([CH3:26])[CH2:19][CH:18]=3)[CH:12]=[CH:13][C:14]=2[O:15][CH3:16])[CH2:5][O:4]1, predict the reactants needed to synthesize it. The reactants are: [I-].[CH3:2][C:3]1([CH3:23])[O:7][CH:6]([CH2:8][C:9]2[CH:10]=[C:11]([C:17]3[CH:22]=[CH:21][NH+:20]=[CH:19][CH:18]=3)[CH:12]=[CH:13][C:14]=2[O:15][CH3:16])[CH2:5][O:4]1.[BH4-].[Na+].[C:26](OCC)(=O)C.C(=O)([O-])[O-].[Na+].[Na+]. (9) Given the product [C:1]1([C:7]2[CH:8]=[C:9]([C:16]3[O:20][N:19]=[C:18]([C:21]4[CH:22]=[C:23]([CH2:26][N:53]5[CH2:56][CH:55]([C:57]([O:59][CH2:60][CH3:61])=[O:58])[CH2:54]5)[O:24][CH:25]=4)[N:17]=3)[S:10][C:11]=2[C:12]([F:15])([F:14])[F:13])[CH:6]=[CH:5][CH:4]=[CH:3][CH:2]=1, predict the reactants needed to synthesize it. The reactants are: [C:1]1([C:7]2[CH:8]=[C:9]([C:16]3[O:20][N:19]=[C:18]([C:21]4[CH:22]=[C:23]([CH2:26]O)[O:24][CH:25]=4)[N:17]=3)[S:10][C:11]=2[C:12]([F:15])([F:14])[F:13])[CH:6]=[CH:5][CH:4]=[CH:3][CH:2]=1.C(Br)(Br)(Br)Br.C1(P(C2C=CC=CC=2)C2C=CC=CC=2)C=CC=CC=1.Cl.[NH:53]1[CH2:56][CH:55]([C:57]([O:59][CH2:60][CH3:61])=[O:58])[CH2:54]1.C(N(CC)C(C)C)(C)C.C(=O)([O-])O.[Na+]. (10) Given the product [C:27]([C:8]1[CH:7]=[N:6][N:5]2[CH:30]=[C:2]([C:36]3[CH:37]=[N:38][C:33]([O:32][CH3:31])=[CH:34][CH:35]=3)[CH:3]=[C:4]2[C:9]=1[NH:10][C@H:11]1[C@@H:15]([CH3:16])[CH2:14][N:13]([C:17]([O:19][CH2:20][C:21]2[CH:22]=[CH:23][CH:24]=[CH:25][CH:26]=2)=[O:18])[CH2:12]1)(=[O:29])[NH2:28], predict the reactants needed to synthesize it. The reactants are: Br[C:2]1[CH:3]=[C:4]2[C:9]([NH:10][C@H:11]3[C@@H:15]([CH3:16])[CH2:14][N:13]([C:17]([O:19][CH2:20][C:21]4[CH:26]=[CH:25][CH:24]=[CH:23][CH:22]=4)=[O:18])[CH2:12]3)=[C:8]([C:27](=[O:29])[NH2:28])[CH:7]=[N:6][N:5]2[CH:30]=1.[CH3:31][O:32][C:33]1[N:38]=[CH:37][C:36](B(O)O)=[CH:35][CH:34]=1.C1(P(C2CCCCC2)C2C=CC=CC=2C2C(C(C)C)=CC(C(C)C)=CC=2C(C)C)CCCCC1.P([O-])([O-])([O-])=O.[K+].[K+].[K+].